This data is from Peptide-MHC class I binding affinity with 185,985 pairs from IEDB/IMGT. The task is: Regression. Given a peptide amino acid sequence and an MHC pseudo amino acid sequence, predict their binding affinity value. This is MHC class I binding data. (1) The peptide sequence is RRIFDLIEL. The binding affinity (normalized) is 0.0597. The MHC is HLA-B08:01 with pseudo-sequence HLA-B08:01. (2) The peptide sequence is SLYNTVATL. The MHC is HLA-A23:01 with pseudo-sequence HLA-A23:01. The binding affinity (normalized) is 0.179. (3) The peptide sequence is ATADLELAY. The MHC is HLA-B48:01 with pseudo-sequence HLA-B48:01. The binding affinity (normalized) is 0.0847. (4) The peptide sequence is LVVISVIFY. The MHC is HLA-A33:01 with pseudo-sequence HLA-A33:01. The binding affinity (normalized) is 0. (5) The MHC is HLA-A02:06 with pseudo-sequence HLA-A02:06. The peptide sequence is DTLKVCIGY. The binding affinity (normalized) is 0.0847. (6) The peptide sequence is TQSGALEVLM. The MHC is HLA-A02:02 with pseudo-sequence HLA-A02:02. The binding affinity (normalized) is 0.378.